Dataset: Reaction yield outcomes from USPTO patents with 853,638 reactions. Task: Predict the reaction yield, written as a fraction of the theoretical maximum amount of product (1.0 means a 100% yield; for example, 0.34 means a 34% yield). (1) The reactants are Cl.[CH2:2]1[C:6]2([CH2:11][CH2:10][N:9](C(OC(C)(C)C)=O)[CH2:8][CH2:7]2)[CH2:5][CH2:4][O:3]1. The catalyst is CO. The product is [CH2:2]1[C:6]2([CH2:11][CH2:10][NH:9][CH2:8][CH2:7]2)[CH2:5][CH2:4][O:3]1. The yield is 0.880. (2) The reactants are FC(F)(F)C(O)=O.[Cl:8][C:9]1[CH:14]=[C:13]([Cl:15])[CH:12]=[CH:11][C:10]=1[C@H:16]([N:18]1[C:26]2[C:21](=[CH:22][CH:23]=[C:24]([C:27]3[CH2:28][CH2:29][N:30]([C:33]([C@H:35]4[CH2:39][CH2:38][CH2:37][N:36]4C(OC(C)(C)C)=O)=[O:34])[CH2:31][CH:32]=3)[CH:25]=2)[CH:20]=[N:19]1)[CH3:17]. The catalyst is ClCCl. The product is [Cl:8][C:9]1[CH:14]=[C:13]([Cl:15])[CH:12]=[CH:11][C:10]=1[C@H:16]([N:18]1[C:26]2[C:21](=[CH:22][CH:23]=[C:24]([C:27]3[CH2:28][CH2:29][N:30]([C:33]([C@H:35]4[CH2:39][CH2:38][CH2:37][NH:36]4)=[O:34])[CH2:31][CH:32]=3)[CH:25]=2)[CH:20]=[N:19]1)[CH3:17]. The yield is 0.380.